This data is from Catalyst prediction with 721,799 reactions and 888 catalyst types from USPTO. The task is: Predict which catalyst facilitates the given reaction. (1) Reactant: [Cl:1][C:2]1[C:10]([N:11]([CH3:20])[S:12]([C:15]2[S:16][CH:17]=[CH:18][CH:19]=2)(=[O:14])=[O:13])=[C:9]2[C:5]([CH:6]=[C:7]([C:21](O)=[O:22])[NH:8]2)=[CH:4][CH:3]=1.[N:24]1(O)C2C=CC=CC=2N=N1.Cl.CN(C)CCCN=C=NCC.N.C(O)(=O)CC(CC(O)=O)(C(O)=O)O. Product: [Cl:1][C:2]1[C:10]([N:11]([CH3:20])[S:12]([C:15]2[S:16][CH:17]=[CH:18][CH:19]=2)(=[O:13])=[O:14])=[C:9]2[C:5]([CH:6]=[C:7]([C:21]([NH2:24])=[O:22])[NH:8]2)=[CH:4][CH:3]=1. The catalyst class is: 9. (2) Reactant: [NH2:1][C:2]1[CH:10]=[CH:9][C:5]([C:6]([OH:8])=O)=[CH:4][C:3]=1[F:11].[CH2:12]([N:19]1[CH2:24][CH2:23][NH:22][CH2:21][CH2:20]1)[C:13]1[CH:18]=[CH:17][CH:16]=[CH:15][CH:14]=1.C(N(CC)CC)C.CCCP1(OP(CCC)(=O)OP(CCC)(=O)O1)=O. Product: [NH2:1][C:2]1[CH:10]=[CH:9][C:5]([C:6]([N:22]2[CH2:23][CH2:24][N:19]([CH2:12][C:13]3[CH:14]=[CH:15][CH:16]=[CH:17][CH:18]=3)[CH2:20][CH2:21]2)=[O:8])=[CH:4][C:3]=1[F:11]. The catalyst class is: 4. (3) Reactant: [N:1]([CH2:4][CH2:5][C@H:6]([NH:10][C:11](=[O:33])[CH2:12][CH2:13][CH2:14][CH2:15][CH2:16][CH2:17][CH2:18][CH2:19][CH2:20][CH2:21][CH2:22][CH2:23][CH2:24][CH2:25][C:26]([O:28]C(C)(C)C)=[O:27])[C:7]([OH:9])=[O:8])=[N+:2]=[N-:3].C(O)(C(F)(F)F)=O. Product: [N:1]([CH2:4][CH2:5][C@H:6]([NH:10][C:11](=[O:33])[CH2:12][CH2:13][CH2:14][CH2:15][CH2:16][CH2:17][CH2:18][CH2:19][CH2:20][CH2:21][CH2:22][CH2:23][CH2:24][CH2:25][C:26]([OH:28])=[O:27])[C:7]([OH:9])=[O:8])=[N+:2]=[N-:3]. The catalyst class is: 2. (4) Reactant: [Cl:1][C:2]1[CH:3]=[C:4]([NH:19][C:20]2[C:30]3[CH:29]=[C:28]([C:31]([OH:33])=O)[CH2:27][CH2:26][NH:25][C:24]=3[N:23]=[CH:22][N:21]=2)[CH:5]=[CH:6][C:7]=1[O:8][C:9]1[CH:14]=[CH:13][CH:12]=[C:11]([C:15]([F:18])([F:17])[F:16])[CH:10]=1.Cl.[N:35]1([CH2:40][CH2:41][CH2:42][NH2:43])[CH:39]=[CH:38][CH:37]=[N:36]1.Cl.C(N=C=NCCCN(C)C)C.O.ON1C2C=CC=CC=2N=N1. Product: [Cl:1][C:2]1[CH:3]=[C:4]([NH:19][C:20]2[C:30]3[CH:29]=[C:28]([C:31]([NH:43][CH2:42][CH2:41][CH2:40][N:35]4[CH:39]=[CH:38][CH:37]=[N:36]4)=[O:33])[CH2:27][CH2:26][NH:25][C:24]=3[N:23]=[CH:22][N:21]=2)[CH:5]=[CH:6][C:7]=1[O:8][C:9]1[CH:14]=[CH:13][CH:12]=[C:11]([C:15]([F:17])([F:18])[F:16])[CH:10]=1. The catalyst class is: 289. (5) Product: [O:1]1[CH2:6][CH2:5][CH:4]([CH2:7][N:8]2[C:15]3[C@@H:14]4[CH2:16][C@@H:13]4[CH2:12][C:11]=3[C:10]([C:17]([OH:19])=[O:18])=[N:9]2)[CH2:3][CH2:2]1. The catalyst class is: 20. Reactant: [O:1]1[CH2:6][CH2:5][CH:4]([CH2:7][N:8]2[C:15]3[CH:14]4[CH2:16][CH:13]4[CH2:12][C:11]=3[C:10]([C:17]([O:19]CC)=[O:18])=[N:9]2)[CH2:3][CH2:2]1.O.[OH-].[Li+].